From a dataset of Catalyst prediction with 721,799 reactions and 888 catalyst types from USPTO. Predict which catalyst facilitates the given reaction. (1) Reactant: [Br:1][C:2]1[CH:3]=[CH:4][C:5]([CH2:8][N:9]2[CH2:14][CH2:13][NH:12][CH2:11][CH2:10]2)=[N:6][CH:7]=1.[C:15]1(=O)[CH2:18][CH2:17][CH2:16]1.C(O)(=O)C.[BH3-]C#N.[Na+].[OH-].[Na+]. Product: [Br:1][C:2]1[CH:3]=[CH:4][C:5]([CH2:8][N:9]2[CH2:14][CH2:13][N:12]([CH:15]3[CH2:18][CH2:17][CH2:16]3)[CH2:11][CH2:10]2)=[N:6][CH:7]=1. The catalyst class is: 569. (2) Reactant: [C@H:1]1([NH2:8])[CH2:6][CH2:5][C@H:4]([NH2:7])[CH2:3][CH2:2]1.Cl.[C:10]([O:14][C:15](O[C:15]([O:14][C:10]([CH3:13])([CH3:12])[CH3:11])=[O:16])=[O:16])([CH3:13])([CH3:12])[CH3:11]. Product: [C:10]([O:14][C:15]([NH:7][C@H:4]1[CH2:5][CH2:6][C@H:1]([NH2:8])[CH2:2][CH2:3]1)=[O:16])([CH3:13])([CH3:12])[CH3:11]. The catalyst class is: 8. (3) Reactant: [CH2:1]([O:5][C:6]1[N:14]=[C:13]2[C:9]([N:10]=[C:11]([O:30]C)[N:12]2[CH2:15][CH2:16][CH2:17][CH2:18][CH2:19][N:20]2[CH2:25][CH2:24][CH:23]([C:26]([O:28][CH3:29])=[O:27])[CH2:22][CH2:21]2)=[C:8]([NH2:32])[N:7]=1)[CH2:2][CH2:3][CH3:4].S(=O)(=O)(O)O.N. Product: [CH2:1]([O:5][C:6]1[N:14]=[C:13]2[C:9]([NH:10][C:11](=[O:30])[N:12]2[CH2:15][CH2:16][CH2:17][CH2:18][CH2:19][N:20]2[CH2:25][CH2:24][CH:23]([C:26]([O:28][CH3:29])=[O:27])[CH2:22][CH2:21]2)=[C:8]([NH2:32])[N:7]=1)[CH2:2][CH2:3][CH3:4]. The catalyst class is: 5. (4) Reactant: [Cl:1][C:2]1[N:3]=[C:4](Cl)[C:5]2[CH:10]=[CH:9][NH:8][C:6]=2[N:7]=1.CC1(C)C(C)(C)OB([C:20]2[CH:21]=[C:22]([CH2:26][C:27]#[N:28])[CH:23]=[CH:24][CH:25]=2)O1.C([O-])([O-])=O.[Na+].[Na+]. Product: [Cl:1][C:2]1[N:3]=[C:4]([C:20]2[CH:21]=[C:22]([CH2:26][C:27]#[N:28])[CH:23]=[CH:24][CH:25]=2)[C:5]2[CH:10]=[CH:9][NH:8][C:6]=2[N:7]=1. The catalyst class is: 203. (5) Reactant: [NH2:1][C:2]1[C:7]([C:8]#[N:9])=[C:6]([NH:10][C@H:11]([C:13]2[N:17]([CH3:18])[C:16]3[C:19](Br)=[CH:20][CH:21]=[CH:22][C:15]=3[N:14]=2)[CH3:12])[N:5]=[CH:4][N:3]=1.[C:24]([C:26]1[CH:27]=[C:28](B(O)O)[CH:29]=[CH:30][CH:31]=1)#[N:25].C([O-])([O-])=O.[Cs+].[Cs+]. Product: [NH2:1][C:2]1[C:7]([C:8]#[N:9])=[C:6]([NH:10][C@H:11]([C:13]2[N:17]([CH3:18])[C:16]3[C:19]([C:30]4[CH:29]=[CH:28][CH:27]=[C:26]([C:24]#[N:25])[CH:31]=4)=[CH:20][CH:21]=[CH:22][C:15]=3[N:14]=2)[CH3:12])[N:5]=[CH:4][N:3]=1. The catalyst class is: 70.